From a dataset of Reaction yield outcomes from USPTO patents with 853,638 reactions. Predict the reaction yield, written as a fraction of the theoretical maximum amount of product (1.0 means a 100% yield; for example, 0.34 means a 34% yield). (1) The reactants are [NH2:1][C:2]1[S:3][C:4]([CH2:11][CH3:12])=[CH:5][C:6]=1[C:7]([O:9]C)=O.ClC(Cl)(O[C:17](=[O:23])OC(Cl)(Cl)Cl)Cl.C(N(CC)CC)C.[S:32]1[CH:36]=[CH:35][CH:34]=[C:33]1[CH2:37][CH2:38][NH2:39]. The catalyst is C(Cl)Cl. The product is [CH2:11]([C:4]1[S:3][C:2]2[NH:1][C:17](=[O:23])[N:39]([CH2:38][CH2:37][C:33]3[S:32][CH:36]=[CH:35][CH:34]=3)[C:7](=[O:9])[C:6]=2[CH:5]=1)[CH3:12]. The yield is 0.310. (2) The reactants are FC(F)(F)S(O[C:7]1[CH:8]=[C:9]2[C:14](=[CH:15][CH:16]=1)[N:13]=[CH:12][CH:11]=[CH:10]2)(=O)=O.[C:19](=[N:32][NH2:33])([C:26]1[CH:31]=[CH:30][CH:29]=[CH:28][CH:27]=1)[C:20]1[CH:25]=[CH:24][CH:23]=[CH:22][CH:21]=1.C(=O)([O-])[O-].[Cs+].[Cs+]. The catalyst is C1(C)C=CC=CC=1.C1(P(C2C=CC=CC=2)[C-]2C=CC=C2)C=CC=CC=1.[C-]1(P(C2C=CC=CC=2)C2C=CC=CC=2)C=CC=C1.[Fe+2].C([O-])(=O)C.[Pd+2].C([O-])(=O)C. The product is [C:20]1([C:19]([C:26]2[CH:31]=[CH:30][CH:29]=[CH:28][CH:27]=2)=[N:32][NH:33][C:7]2[CH:8]=[C:9]3[C:14](=[CH:15][CH:16]=2)[N:13]=[CH:12][CH:11]=[CH:10]3)[CH:21]=[CH:22][CH:23]=[CH:24][CH:25]=1. The yield is 0.686. (3) The reactants are Cl[C:2]1[N:7]=[C:6]([NH:8][C@H:9]2[C:17]3[C:12](=[CH:13][CH:14]=[CH:15][CH:16]=3)[CH2:11][CH2:10]2)[CH:5]=[N:4][CH:3]=1.[CH3:18][O:19][C:20]1[CH:25]=[C:24](B2OC(C)(C)C(C)(C)O2)[CH:23]=[CH:22][C:21]=1[OH:35]. No catalyst specified. The product is [C@H:9]1([NH:8][C:6]2[N:7]=[C:2]([C:24]3[CH:23]=[CH:22][C:21]([OH:35])=[C:20]([O:19][CH3:18])[CH:25]=3)[CH:3]=[N:4][CH:5]=2)[C:17]2[C:12](=[CH:13][CH:14]=[CH:15][CH:16]=2)[CH2:11][CH2:10]1. The yield is 0.700. (4) The reactants are [C:1]([O:5][C:6]([N:8]1[CH2:13][CH2:12][NH:11][CH2:10][CH2:9]1)=[O:7])([CH3:4])([CH3:3])[CH3:2].CCN(C(C)C)C(C)C.[Cl:23][CH2:24][C:25](Cl)=[O:26]. The catalyst is C(Cl)Cl. The product is [C:1]([O:5][C:6]([N:8]1[CH2:13][CH2:12][N:11]([C:25](=[O:26])[CH2:24][Cl:23])[CH2:10][CH2:9]1)=[O:7])([CH3:4])([CH3:2])[CH3:3]. The yield is 0.780. (5) The reactants are Cl[C:2]1[C:11]2[C:6](=[CH:7][C:8]([O:12][CH2:13][CH2:14][CH2:15][Cl:16])=[CH:9][CH:10]=2)[N:5]=[CH:4][N:3]=1.[NH2:17][C:18]1[CH:22]=[C:21]([CH2:23][C:24]([OH:26])=[O:25])[NH:20][N:19]=1.Cl.O1CCOCC1. The catalyst is CN(C)C=O.O. The product is [Cl:16][CH2:15][CH2:14][CH2:13][O:12][C:8]1[CH:7]=[C:6]2[C:11]([C:2]([NH:17][C:18]3[CH:22]=[C:21]([CH2:23][C:24]([OH:26])=[O:25])[NH:20][N:19]=3)=[N:3][CH:4]=[N:5]2)=[CH:10][CH:9]=1. The yield is 0.820. (6) The reactants are [H-].[Na+].[CH3:3][N:4]1[C:11](=[O:12])[CH2:10][NH:9][C:8](=[O:13])[C:5]21[CH2:7][CH2:6]2.[CH2:14](Br)[C:15]1[CH:20]=[CH:19][CH:18]=[CH:17][CH:16]=1. The catalyst is CN(C=O)C.O. The product is [CH3:3][N:4]1[C:11](=[O:12])[CH2:10][N:9]([CH2:14][C:15]2[CH:20]=[CH:19][CH:18]=[CH:17][CH:16]=2)[C:8](=[O:13])[C:5]21[CH2:7][CH2:6]2. The yield is 0.540. (7) The reactants are C([N:8]1[CH2:13][CH2:12][N:11]([CH2:14][C@@H:15]2[CH2:20][CH2:19][CH2:18][CH2:17][N:16]2[CH3:21])[CH2:10][CH2:9]1)C1C=CC=CC=1.[H][H]. The catalyst is C1COCC1.[Pd]. The product is [CH3:21][N:16]1[CH2:17][CH2:18][CH2:19][CH2:20][C@H:15]1[CH2:14][N:11]1[CH2:12][CH2:13][NH:8][CH2:9][CH2:10]1. The yield is 0.500. (8) The reactants are [NH2:1][C:2]1[CH:7]=[CH:6][CH:5]=[CH:4][C:3]=1[S:8]([NH:11][C:12]1[CH:21]=[CH:20][C:19]2[CH2:18][CH2:17][CH2:16][CH2:15][C:14]=2[C:13]=1[C:22]([OH:24])=[O:23])(=[O:10])=[O:9].Cl[C:26](Cl)([O:28][C:29](=[O:35])OC(Cl)(Cl)Cl)Cl.[CH2:37]([N:39]([CH2:43]C)[CH2:40][CH2:41]O)[CH3:38]. The catalyst is N1C=CC=CC=1. The product is [CH2:37]([N:39]([CH2:40][CH3:41])[CH2:43][CH2:26][O:28][C:29]([NH:1][C:2]1[CH:7]=[CH:6][CH:5]=[CH:4][C:3]=1[S:8]([NH:11][C:12]1[CH:21]=[CH:20][C:19]2[CH2:18][CH2:17][CH2:16][CH2:15][C:14]=2[C:13]=1[C:22]([OH:24])=[O:23])(=[O:10])=[O:9])=[O:35])[CH3:38]. The yield is 0.0900. (9) The reactants are [F:1][C:2]([F:25])([F:24])[C:3]1[CH:4]=[C:5]([NH:13][C:14](=[O:23])[C:15]2[CH:20]=[C:19]([I:21])[CH:18]=[CH:17][C:16]=2[OH:22])[CH:6]=[C:7]([C:9]([F:12])([F:11])[F:10])[CH:8]=1.[CH3:26][O:27][CH2:28]Cl.C(=O)([O-])[O-].[K+].[K+].Cl. The catalyst is CC(C)=O. The product is [F:25][C:2]([F:1])([F:24])[C:3]1[CH:4]=[C:5]([NH:13][C:14](=[O:23])[C:15]2[CH:20]=[C:19]([I:21])[CH:18]=[CH:17][C:16]=2[O:22][CH2:26][O:27][CH3:28])[CH:6]=[C:7]([C:9]([F:10])([F:11])[F:12])[CH:8]=1. The yield is 0.763.